From a dataset of Forward reaction prediction with 1.9M reactions from USPTO patents (1976-2016). Predict the product of the given reaction. The product is: [CH3:1][O:2][C:3](=[O:20])[C:4]1[CH:9]=[C:8]([O:10][CH3:11])[CH:7]=[C:6]([N:12]([CH2:29][CH:28]=[CH2:27])[C:13]([O:15][C:16]([CH3:17])([CH3:19])[CH3:18])=[O:14])[CH:5]=1. Given the reactants [CH3:1][O:2][C:3](=[O:20])[C:4]1[CH:9]=[C:8]([O:10][CH3:11])[CH:7]=[C:6]([NH:12][C:13]([O:15][C:16]([CH3:19])([CH3:18])[CH3:17])=[O:14])[CH:5]=1.C(=O)([O-])[O-].[Cs+].[Cs+].[CH2:27](Br)[CH:28]=[CH2:29], predict the reaction product.